Dataset: Full USPTO retrosynthesis dataset with 1.9M reactions from patents (1976-2016). Task: Predict the reactants needed to synthesize the given product. (1) The reactants are: [NH2:1][CH2:2][C@H:3]1[N:8]([CH3:9])[CH2:7][CH2:6][N:5]([C:10]([O:12][C:13]([CH3:16])([CH3:15])[CH3:14])=[O:11])[CH2:4]1.C(N(C(C)C)CC)(C)C.Cl[C:27]1[C:32]2=[N:33][CH:34]=[CH:35][N:36]=[C:31]2[CH:30]=[C:29]([Cl:37])[N:28]=1. Given the product [Cl:37][C:29]1[N:28]=[C:27]([NH:1][CH2:2][C@H:3]2[N:8]([CH3:9])[CH2:7][CH2:6][N:5]([C:10]([O:12][C:13]([CH3:16])([CH3:15])[CH3:14])=[O:11])[CH2:4]2)[C:32]2=[N:33][CH:34]=[CH:35][N:36]=[C:31]2[CH:30]=1, predict the reactants needed to synthesize it. (2) Given the product [Cl:1][C:2]1[CH:3]=[C:4]([C@@H:12]([CH2:24][CH:25]2[CH2:26][CH2:27][CH2:28][CH2:29]2)[C:13]([NH:15][C:16]2[CH:20]=[CH:19][N:18]([CH2:21][CH2:22][O:23][C:30](=[O:32])[CH3:31])[N:17]=2)=[O:14])[CH:5]=[CH:6][C:7]=1[S:8]([CH3:11])(=[O:9])=[O:10], predict the reactants needed to synthesize it. The reactants are: [Cl:1][C:2]1[CH:3]=[C:4]([C@@H:12]([CH2:24][CH:25]2[CH2:29][CH2:28][CH2:27][CH2:26]2)[C:13]([NH:15][C:16]2[CH:20]=[CH:19][N:18]([CH2:21][CH2:22][OH:23])[N:17]=2)=[O:14])[CH:5]=[CH:6][C:7]=1[S:8]([CH3:11])(=[O:10])=[O:9].[C:30](OC(=O)C)(=[O:32])[CH3:31]. (3) Given the product [CH:45]1([C:48]([N:34]([CH3:35])[CH2:33][CH2:32][N:9]([CH3:8])[C:10]([C:12]2[CH:13]=[C:14]3[C:22](=[CH:23][CH:24]=2)[N:21]([CH3:25])[C:20]2[CH2:19][CH2:18][CH:17]([CH:26]4[CH2:27][CH2:28][O:29][CH2:30][CH2:31]4)[CH2:16][C:15]3=2)=[O:11])=[O:49])[CH2:47][CH2:46]1, predict the reactants needed to synthesize it. The reactants are: FC(F)(F)C(O)=O.[CH3:8][N:9]([CH2:32][CH2:33][NH:34][CH3:35])[C:10]([C:12]1[CH:13]=[C:14]2[C:22](=[CH:23][CH:24]=1)[N:21]([CH3:25])[C:20]1[CH2:19][CH2:18][CH:17]([CH:26]3[CH2:31][CH2:30][O:29][CH2:28][CH2:27]3)[CH2:16][C:15]2=1)=[O:11].C(N(CC)C(C)C)(C)C.[CH:45]1([C:48](Cl)=[O:49])[CH2:47][CH2:46]1.